The task is: Regression. Given two drug SMILES strings and cell line genomic features, predict the synergy score measuring deviation from expected non-interaction effect.. This data is from Merck oncology drug combination screen with 23,052 pairs across 39 cell lines. Drug 1: CC1(c2nc3c(C(N)=O)cccc3[nH]2)CCCN1. Drug 2: Cn1cc(-c2cnn3c(N)c(Br)c(C4CCCNC4)nc23)cn1. Cell line: OVCAR3. Synergy scores: synergy=1.98.